From a dataset of Forward reaction prediction with 1.9M reactions from USPTO patents (1976-2016). Predict the product of the given reaction. The product is: [OH:8][C@@H:9]1[C@@:36]2([CH3:37])[C:13](=[CH:14][CH:15]=[C:16]3[C@@H:35]2[CH2:34][CH2:33][C@@:32]2([CH3:38])[C@H:17]3[CH2:18][CH:19]=[C:20]2[C@@H:21]([S:23][CH2:24][C@@H:25]([OH:31])[CH:26]([CH2:27][CH3:28])[CH2:29][CH3:30])[CH3:22])[CH2:12][C@@H:11]([OH:39])[CH2:10]1. Given the reactants [Si]([O:8][C@@H:9]1[C@@:36]2([CH3:37])[C:13](=[CH:14][CH:15]=[C:16]3[C@@H:35]2[CH2:34][CH2:33][C@@:32]2([CH3:38])[C@H:17]3[CH2:18][CH:19]=[C:20]2[C@@H:21]([S:23][CH2:24][C@@H:25]([OH:31])[CH:26]([CH2:29][CH3:30])[CH2:27][CH3:28])[CH3:22])[CH2:12][C@@H:11]([O:39][Si](C(C)(C)C)(C)C)[CH2:10]1)(C(C)(C)C)(C)C.[F-].C([N+](CCCC)(CCCC)CCCC)CCC, predict the reaction product.